From a dataset of TCR-epitope binding with 47,182 pairs between 192 epitopes and 23,139 TCRs. Binary Classification. Given a T-cell receptor sequence (or CDR3 region) and an epitope sequence, predict whether binding occurs between them. (1) The epitope is WICLLQFAY. The TCR CDR3 sequence is CASSSHRTDTQYF. Result: 0 (the TCR does not bind to the epitope). (2) The epitope is GMFNMLSTVLGVS. The TCR CDR3 sequence is CASSQVEAASSYNEQFF. Result: 0 (the TCR does not bind to the epitope). (3) The epitope is KLVALGINAV. The TCR CDR3 sequence is CASSYQSGNTEAFF. Result: 1 (the TCR binds to the epitope). (4) The epitope is ATDALMTGY. The TCR CDR3 sequence is CASSSSGQLDEQFF. Result: 1 (the TCR binds to the epitope). (5) The epitope is MMISAGFSL. The TCR CDR3 sequence is CASSLKGQGSDTQYF. Result: 0 (the TCR does not bind to the epitope). (6) The epitope is SEISMDNSPNL. The TCR CDR3 sequence is CASRGGSGELFF. Result: 0 (the TCR does not bind to the epitope). (7) The epitope is GILGFVFTL. The TCR CDR3 sequence is CASSQGSYGYTF. Result: 1 (the TCR binds to the epitope).